From a dataset of Reaction yield outcomes from USPTO patents with 853,638 reactions. Predict the reaction yield, written as a fraction of the theoretical maximum amount of product (1.0 means a 100% yield; for example, 0.34 means a 34% yield). The reactants are Cl.C[O:3][C:4]1[CH:5]=[C:6]([S:10][C:11]2[CH:12]=[C:13]([O:24][C:25]3[CH:30]=[CH:29][CH:28]=[CH:27][CH:26]=3)[C:14]([NH:17][C:18]3[S:19][CH:20]=[C:21]([CH3:23])[N:22]=3)=[N:15][CH:16]=2)[CH:7]=[CH:8][CH:9]=1.BrB(Br)Br.C(=O)(O)[O-].[Na+]. The catalyst is C(Cl)Cl. The product is [CH3:23][C:21]1[N:22]=[C:18]([NH:17][C:14]2[N:15]=[CH:16][C:11]([S:10][C:6]3[CH:5]=[C:4]([OH:3])[CH:9]=[CH:8][CH:7]=3)=[CH:12][C:13]=2[O:24][C:25]2[CH:30]=[CH:29][CH:28]=[CH:27][CH:26]=2)[S:19][CH:20]=1. The yield is 0.651.